From a dataset of Full USPTO retrosynthesis dataset with 1.9M reactions from patents (1976-2016). Predict the reactants needed to synthesize the given product. (1) Given the product [NH2:7][CH2:8][C@@H:9]([NH:16][C:17]([C:19]1[O:20][N:21]=[C:22]2[C:31]3[N:30]=[C:29]([NH:32][C:33]4[CH:38]=[CH:37][C:36]([C:39](=[O:48])[NH:40][CH:41]5[CH2:42][CH2:43][N:44]([CH3:47])[CH2:45][CH2:46]5)=[CH:35][C:34]=4[O:49][CH3:50])[N:28]=[CH:27][C:26]=3[C:25]([CH3:52])([CH3:51])[CH2:24][C:23]=12)=[O:18])[C:10]1[CH:11]=[CH:12][CH:13]=[CH:14][CH:15]=1, predict the reactants needed to synthesize it. The reactants are: C(OC(=O)[NH:7][CH2:8][C@@H:9]([NH:16][C:17]([C:19]1[O:20][N:21]=[C:22]2[C:31]3[N:30]=[C:29]([NH:32][C:33]4[CH:38]=[CH:37][C:36]([C:39](=[O:48])[NH:40][CH:41]5[CH2:46][CH2:45][N:44]([CH3:47])[CH2:43][CH2:42]5)=[CH:35][C:34]=4[O:49][CH3:50])[N:28]=[CH:27][C:26]=3[C:25]([CH3:52])([CH3:51])[CH2:24][C:23]=12)=[O:18])[C:10]1[CH:15]=[CH:14][CH:13]=[CH:12][CH:11]=1)(C)(C)C. (2) Given the product [C:32]1([C@@H:31]([NH2:38])[CH3:30])[CH:37]=[CH:36][CH:35]=[CH:34][CH:33]=1.[CH3:1][C:2]1[CH:3]=[C:4]2[C:9](=[C:10]([CH3:12])[CH:11]=1)[O:8][C@@H:7]([C:13]([F:16])([F:14])[F:15])[C:6]([C:17]([OH:19])=[O:18])=[CH:5]2, predict the reactants needed to synthesize it. The reactants are: [CH3:1][C:2]1[CH:3]=[C:4]2[C:9](=[C:10]([CH3:12])[CH:11]=1)[O:8][C@@H:7]([C:13]([F:16])([F:15])[F:14])[C:6]([C:17]([OH:19])=[O:18])=[CH:5]2.C(OCC)(=O)C.CC(O)C.[CH3:30][C@H:31]([NH2:38])[C:32]1[CH:37]=[CH:36][CH:35]=[CH:34][CH:33]=1. (3) Given the product [Cl:21][C:19]1[CH:18]=[CH:17][C:16]([O:22][CH3:23])=[C:15]([CH:11]2[CH2:10][CH2:9][N:8]([C:6]([O:5][CH2:1][C:4]3[CH:38]=[CH:39][CH:34]=[CH:35][CH:36]=3)=[O:7])[CH2:13][CH2:12]2)[CH:20]=1, predict the reactants needed to synthesize it. The reactants are: [C:1]([O:5][C:6]([N:8]1[CH2:13][CH2:12][C:11]([C:15]2[CH:20]=[C:19]([Cl:21])[CH:18]=[CH:17][C:16]=2[O:22][CH3:23])(O)[CH2:10][CH2:9]1)=[O:7])([CH3:4])(C)C.Cl.C(=O)([O-])[O-].[Na+].[Na+].C(Cl)(=O)OC[C:34]1[CH:39]=[CH:38]C=[CH:36][CH:35]=1.C([SiH](CC)CC)C.FC(F)(F)C(O)=O.